Dataset: Catalyst prediction with 721,799 reactions and 888 catalyst types from USPTO. Task: Predict which catalyst facilitates the given reaction. (1) Reactant: [CH2:1]([O:3][C:4](=[O:13])[CH2:5][C:6]1[CH:11]=[CH:10][C:9]([Br:12])=[CH:8][CH:7]=1)[CH3:2].[H-].[Na+].Br[CH2:17][CH2:18][CH2:19]Br. Product: [CH2:1]([O:3][C:4]([C:5]1([C:6]2[CH:11]=[CH:10][C:9]([Br:12])=[CH:8][CH:7]=2)[CH2:19][CH2:18][CH2:17]1)=[O:13])[CH3:2].[CH2:1]([O:3][C:4](=[O:13])[CH:5]([C:6]1[CH:11]=[CH:10][C:9]([Br:12])=[CH:8][CH:7]=1)[CH2:19][CH:18]=[CH2:17])[CH3:2]. The catalyst class is: 3. (2) Reactant: C[O:2][C:3](=[O:35])[C:4]1[CH:9]=[CH:8][C:7]([O:10][C:11]2[CH:16]=[CH:15][C:14]([Cl:17])=[C:13]([CH:18]([CH3:32])[C:19]([C:25]3[CH:30]=[CH:29][N:28]=[C:27]([Cl:31])[CH:26]=3)([OH:24])[C:20]([F:23])([F:22])[F:21])[CH:12]=2)=[CH:6][C:5]=1[O:33][CH3:34].[Li+].[OH-]. Product: [Cl:17][C:14]1[CH:15]=[CH:16][C:11]([O:10][C:7]2[CH:8]=[CH:9][C:4]([C:3]([OH:35])=[O:2])=[C:5]([O:33][CH3:34])[CH:6]=2)=[CH:12][C:13]=1[CH:18]([CH3:32])[C:19]([C:25]1[CH:30]=[CH:29][N:28]=[C:27]([Cl:31])[CH:26]=1)([OH:24])[C:20]([F:23])([F:21])[F:22]. The catalyst class is: 36. (3) Reactant: [C:1]([O:5][C:6]([N:8]1[CH2:13][CH2:12][NH:11][CH2:10][CH2:9]1)=[O:7])([CH3:4])([CH3:3])[CH3:2].[Cl:14][C:15]1[CH:29]=[CH:28][C:18]([O:19][C:20]2[CH:21]=[C:22]([CH:25]=[CH:26][CH:27]=2)[CH:23]=O)=[CH:17][CH:16]=1.[BH-](OC(C)=O)(OC(C)=O)OC(C)=O.[Na+].[OH-].[K+]. Product: [C:1]([O:5][C:6]([N:8]1[CH2:13][CH2:12][N:11]([CH2:23][C:22]2[CH:25]=[CH:26][CH:27]=[C:20]([O:19][C:18]3[CH:28]=[CH:29][C:15]([Cl:14])=[CH:16][CH:17]=3)[CH:21]=2)[CH2:10][CH2:9]1)=[O:7])([CH3:4])([CH3:2])[CH3:3]. The catalyst class is: 1. (4) Reactant: [F:1][C:2]([F:26])([F:25])[S:3][CH2:4][CH2:5][CH2:6][CH2:7][CH2:8][CH2:9][O:10][C:11]1[CH:16]=[C:15]([S:17][CH2:18][C:19]([F:22])([F:21])[F:20])[C:14]([Cl:23])=[CH:13][C:12]=1[Cl:24].ClC1C=CC=C(C(OO)=[O:35])C=1.CCCCCC.C(OCC)(=O)C. Product: [F:26][C:2]([F:1])([F:25])[S:3][CH2:4][CH2:5][CH2:6][CH2:7][CH2:8][CH2:9][O:10][C:11]1[CH:16]=[C:15]([S:17]([CH2:18][C:19]([F:20])([F:21])[F:22])=[O:35])[C:14]([Cl:23])=[CH:13][C:12]=1[Cl:24]. The catalyst class is: 22.